From a dataset of Forward reaction prediction with 1.9M reactions from USPTO patents (1976-2016). Predict the product of the given reaction. (1) The product is: [NH2:1][C:4]1[CH:5]=[C:6]([NH:10][C:11](=[O:19])[CH2:12][C:13]2[CH:14]=[CH:15][CH:16]=[CH:17][CH:18]=2)[CH:7]=[CH:8][CH:9]=1. Given the reactants [N+:1]([C:4]1[CH:5]=[C:6]([NH:10][C:11](=[O:19])[CH2:12][C:13]2[CH:18]=[CH:17][CH:16]=[CH:15][CH:14]=2)[CH:7]=[CH:8][CH:9]=1)([O-])=O.[Cl-].[NH4+].C(O)C, predict the reaction product. (2) Given the reactants Cl[CH:2]([CH3:28])[CH2:3][CH2:4][CH2:5][CH:6]1[CH2:10][CH2:9][CH:8]([C:11]2[CH:16]=[CH:15][C:14]([F:17])=[CH:13][CH:12]=2)[N:7]1[S:18]([C:21]1[CH:26]=[CH:25][C:24]([CH3:27])=[CH:23][CH:22]=1)(=[O:20])=[O:19].[NH:29]1[CH:33]=[CH:32][N:31]=[CH:30]1, predict the reaction product. The product is: [F:17][C:14]1[CH:13]=[CH:12][C:11]([CH:8]2[N:7]([S:18]([C:21]3[CH:22]=[CH:23][C:24]([CH3:27])=[CH:25][CH:26]=3)(=[O:19])=[O:20])[CH:6]([CH2:5][CH2:4][CH2:3][CH2:2][CH2:28][N:29]3[CH:33]=[CH:32][N:31]=[CH:30]3)[CH2:10][CH2:9]2)=[CH:16][CH:15]=1.